Dataset: Full USPTO retrosynthesis dataset with 1.9M reactions from patents (1976-2016). Task: Predict the reactants needed to synthesize the given product. (1) The reactants are: NC1N=C(C=O)C=CN=1.C[O:11][CH:12](OC)[C:13]1[CH:18]=[CH:17][N:16]=[C:15]([NH:19][CH3:20])[N:14]=1. Given the product [CH3:20][NH:19][C:15]1[N:14]=[C:13]([CH:12]=[O:11])[CH:18]=[CH:17][N:16]=1, predict the reactants needed to synthesize it. (2) Given the product [N:1]1[C:10]2[NH:9][CH2:8][CH2:7][CH2:6][C:5]=2[CH:4]=[CH:3][C:2]=1[CH2:11][CH2:12][O:13][C:14]1[CH:19]=[CH:18][C:17]([CH2:20][C@H:21]([C:28]2[S:29][CH:30]=[CH:31][N:32]=2)[CH2:22][C:23]([OH:25])=[O:24])=[CH:16][CH:15]=1, predict the reactants needed to synthesize it. The reactants are: [N:1]1[C:10]2[NH:9][CH2:8][CH2:7][CH2:6][C:5]=2[CH:4]=[CH:3][C:2]=1[CH2:11][CH2:12][O:13][C:14]1[CH:19]=[CH:18][C:17]([CH2:20][C@H:21]([C:28]2[S:29][CH:30]=[CH:31][N:32]=2)[CH2:22][C:23]([O:25]CC)=[O:24])=[CH:16][CH:15]=1.[Li+].[OH-]. (3) Given the product [Br:1][C:2]1[C:7]([NH2:8])=[CH:6][C:5]([Br:11])=[CH:4][N:3]=1, predict the reactants needed to synthesize it. The reactants are: [Br:1][C:2]1[C:7]([N+:8]([O-])=O)=[CH:6][C:5]([Br:11])=[CH:4][N:3]=1.O.O.[Sn](Cl)Cl. (4) Given the product [CH2:22]([Sn:17]([CH2:13][CH2:14][CH2:15][CH3:16])([CH2:18][CH2:19][CH2:20][CH3:21])[CH2:26][O:27][CH2:28][CH2:29][O:30][CH3:31])[CH2:23][CH2:24][CH3:25], predict the reactants needed to synthesize it. The reactants are: C(NC(C)C)(C)C.C([Li])CCC.[CH2:13]([SnH:17]([CH2:22][CH2:23][CH2:24][CH3:25])[CH2:18][CH2:19][CH2:20][CH3:21])[CH2:14][CH2:15][CH3:16].[CH3:26][O:27][CH2:28][CH2:29][O:30][CH2:31]Cl. (5) Given the product [CH:29]1([C:32]2[C:33]([O:43][C@@H:44]3[CH2:49][CH2:48][CH2:47][N:46]([C:50]4[CH:51]=[C:52]([Cl:57])[CH:53]=[C:54]([Cl:56])[CH:55]=4)[CH2:45]3)=[CH:34][C:35]([F:42])=[C:36]([CH:41]=2)[C:37]([OH:39])=[O:38])[CH2:31][CH2:30]1, predict the reactants needed to synthesize it. The reactants are: ClC1C(O[C@@H]2CCCN(CC3C=CC(F)=CC=3Cl)C2)=CC(F)=C(C=1)C(OC)=O.[CH:29]1([C:32]2[C:33]([O:43][C@@H:44]3[CH2:49][CH2:48][CH2:47][N:46]([C:50]4[CH:55]=[C:54]([Cl:56])[CH:53]=[C:52]([Cl:57])[CH:51]=4)[CH2:45]3)=[CH:34][C:35]([F:42])=[C:36]([CH:41]=2)[C:37]([O:39]C)=[O:38])[CH2:31][CH2:30]1.